From a dataset of Forward reaction prediction with 1.9M reactions from USPTO patents (1976-2016). Predict the product of the given reaction. (1) Given the reactants C(N[C:5]1[CH:6]=[C:7]([C:18]([O:20][CH2:21][CH3:22])=[O:19])[C:8]([C:11]2[CH:16]=[CH:15][CH:14]=[CH:13][C:12]=2Br)=[CH:9][CH:10]=1)(=O)C.[Br:23][C:24]1C=CC(C)=CC=1C(OCC)=O, predict the reaction product. The product is: [Br:23][CH2:24][C:12]1[CH:13]=[CH:14][CH:15]=[CH:16][C:11]=1[C:8]1[C:7]([C:18]([O:20][CH2:21][CH3:22])=[O:19])=[CH:6][CH:5]=[CH:10][CH:9]=1. (2) Given the reactants Cl.[NH2:2]O.[C:4]([C:8]1[CH:13]=[CH:12][C:11]([C:14](=[O:23])[CH2:15][C:16](=O)[C:17]([O:19][CH2:20][CH3:21])=[O:18])=[CH:10][CH:9]=1)([CH3:7])([CH3:6])[CH3:5], predict the reaction product. The product is: [C:4]([C:8]1[CH:13]=[CH:12][C:11]([C:14]2[O:23][N:2]=[C:16]([C:17]([O:19][CH2:20][CH3:21])=[O:18])[CH:15]=2)=[CH:10][CH:9]=1)([CH3:7])([CH3:6])[CH3:5]. (3) Given the reactants C1(C)C=CC(S(O)(=O)=[O:8])=CC=1.N1C=CC=CC=1.[O:18]1[CH:22]=[CH:21][CH:20]=[C:19]1[CH2:23][O:24][CH2:25][CH2:26][O:27][CH2:28][CH2:29][O:30][CH2:31][CH2:32]C1CCCCO1, predict the reaction product. The product is: [OH:8][CH2:32][CH2:31][O:30][CH2:29][CH2:28][O:27][CH2:26][CH2:25][O:24][CH2:23][C:19]1[O:18][CH:22]=[CH:21][CH:20]=1. (4) Given the reactants [CH3:1][C:2]1([CH3:36])[C:26]2[C:6]([CH:7]=[C:8]3[C:25]=2[CH:24]=[C:23]2[C:10]([C:11]4[CH:12]=[CH:13][CH:14]=[CH:15][C:16]=4[C:17]4[CH:18]=[C:19](B5OC(C)(C)C(C)(C)O5)[CH:20]=[CH:21][C:22]=42)=[CH:9]3)=[CH:5][CH:4]=[CH:3]1.[C:37]1([C:82]2[CH:87]=[CH:86][CH:85]=[CH:84][CH:83]=2)[CH:42]=[CH:41][CH:40]=[CH:39][C:38]=1[N:43]([C:69]1[CH:74]=[CH:73][C:72]([C:75]2[CH:80]=[CH:79][C:78](Br)=[CH:77][CH:76]=2)=[CH:71][CH:70]=1)[C:44]1[C:56]2[C:55]3[C:50](=[CH:51][CH:52]=[CH:53][CH:54]=3)[C:49]3([C:68]4[CH:67]=[CH:66][CH:65]=[CH:64][C:63]=4[C:62]4[C:57]3=[CH:58][CH:59]=[CH:60][CH:61]=4)[C:48]=2[CH:47]=[CH:46][CH:45]=1.C([O-])([O-])=O.[Na+].[Na+].CCO, predict the reaction product. The product is: [C:37]1([C:82]2[CH:83]=[CH:84][CH:85]=[CH:86][CH:87]=2)[CH:42]=[CH:41][CH:40]=[CH:39][C:38]=1[N:43]([C:69]1[CH:70]=[CH:71][C:72]([C:75]2[CH:76]=[CH:77][C:78]([C:19]3[CH:20]=[CH:21][C:22]4[C:23]5[C:10]([C:11]6[CH:12]=[CH:13][CH:14]=[CH:15][C:16]=6[C:17]=4[CH:18]=3)=[CH:9][C:8]3=[CH:7][C:6]4[C:26]([C:2]([CH3:36])([CH3:1])[CH:3]=[CH:4][CH:5]=4)=[C:25]3[CH:24]=5)=[CH:79][CH:80]=2)=[CH:73][CH:74]=1)[C:44]1[C:56]2[C:55]3[C:50](=[CH:51][CH:52]=[CH:53][CH:54]=3)[C:49]3([C:68]4[CH:67]=[CH:66][CH:65]=[CH:64][C:63]=4[C:62]4[C:57]3=[CH:58][CH:59]=[CH:60][CH:61]=4)[C:48]=2[CH:47]=[CH:46][CH:45]=1. (5) Given the reactants [CH3:1][S:2]([OH:5])(=[O:4])=[O:3].[Cl:6][C:7]1[CH:8]=[CH:9][C:10]([CH:13]=[O:14])=[N:11][CH:12]=1.[CH2:15](O)[CH2:16][CH:17]=[CH2:18], predict the reaction product. The product is: [CH3:1][S:2]([O:5][CH:16]1[CH2:17][CH2:18][O:14][CH:13]([C:10]2[CH:9]=[CH:8][C:7]([Cl:6])=[CH:12][N:11]=2)[CH2:15]1)(=[O:4])=[O:3]. (6) Given the reactants [CH3:1][N:2]([N:4]=[N:5][C:6]1[CH:10]=[C:9]([C:11]([CH3:14])([CH3:13])[CH3:12])[Se:8][C:7]=1[C:15]([O:17]CC)=[O:16])[CH3:3].[OH-].[Na+].Cl, predict the reaction product. The product is: [CH3:1][N:2]([N:4]=[N:5][C:6]1[CH:10]=[C:9]([C:11]([CH3:12])([CH3:13])[CH3:14])[Se:8][C:7]=1[C:15]([OH:17])=[O:16])[CH3:3]. (7) Given the reactants [F:1][C:2]([P:8](Cl)[C:9]([F:15])([F:14])[C:10]([F:13])([F:12])[F:11])([F:7])[C:3]([F:6])([F:5])[F:4].C([SnH](CCCC)CCCC)CCC, predict the reaction product. The product is: [F:7][C:2]([PH:8][C:9]([F:14])([F:15])[C:10]([F:11])([F:12])[F:13])([F:1])[C:3]([F:6])([F:5])[F:4]. (8) Given the reactants [ClH:1].CO.[CH:4]1([C:7]([NH:9][C:10]2[N:11]=[C:12]3[CH:17]=[CH:16][C:15]([O:18][C:19]4[CH:24]=[CH:23][C:22]([NH:25][C:26]([C:28]5[C:29](=[O:41])[N:30]([C:35]6[CH:40]=[CH:39][CH:38]=[CH:37][CH:36]=6)[C:31]([CH3:34])=[CH:32][CH:33]=5)=[O:27])=[CH:21][C:20]=4[F:42])=[CH:14][N:13]3[CH:43]=2)=[O:8])[CH2:6][CH2:5]1, predict the reaction product. The product is: [ClH:1].[CH:4]1([C:7]([NH:9][C:10]2[N:11]=[C:12]3[CH:17]=[CH:16][C:15]([O:18][C:19]4[CH:24]=[CH:23][C:22]([NH:25][C:26]([C:28]5[C:29](=[O:41])[N:30]([C:35]6[CH:36]=[CH:37][CH:38]=[CH:39][CH:40]=6)[C:31]([CH3:34])=[CH:32][CH:33]=5)=[O:27])=[CH:21][C:20]=4[F:42])=[CH:14][N:13]3[CH:43]=2)=[O:8])[CH2:6][CH2:5]1. (9) The product is: [CH2:1]([O:8][C:9]1[CH:10]=[CH:11][C:12]([CH2:15][C@H:16]([O:29][CH2:30][CH3:31])[C:17]([OH:18])=[O:33])=[CH:13][CH:14]=1)[C:2]1[CH:3]=[CH:4][CH:5]=[CH:6][CH:7]=1. Given the reactants [CH2:1]([O:8][C:9]1[CH:14]=[CH:13][C:12]([CH2:15][C@H:16]([O:29][CH2:30][CH3:31])[C:17](N[C@H](C2C=CC=CC=2)CO)=[O:18])=[CH:11][CH:10]=1)[C:2]1[CH:7]=[CH:6][CH:5]=[CH:4][CH:3]=1.S(=O)(=O)(O)[OH:33], predict the reaction product. (10) Given the reactants [Cl:1][C:2]1[CH:3]=[C:4]2[C:9](=[CH:10][CH:11]=1)[N:8]=[CH:7][C:6]([N+:12]([O-])=O)=[C:5]2[NH:15][CH2:16][C:17]1[CH:22]=[CH:21][C:20]([O:23][CH3:24])=[CH:19][C:18]=1[O:25][CH3:26].ClC1C=C2C(=CC=1)N=CC([N+]([O-])=O)=C2NC, predict the reaction product. The product is: [Cl:1][C:2]1[CH:3]=[C:4]2[C:9](=[CH:10][CH:11]=1)[N:8]=[CH:7][C:6]([NH2:12])=[C:5]2[NH:15][CH2:16][C:17]1[CH:22]=[CH:21][C:20]([O:23][CH3:24])=[CH:19][C:18]=1[O:25][CH3:26].